The task is: Regression. Given a peptide amino acid sequence and an MHC pseudo amino acid sequence, predict their binding affinity value. This is MHC class I binding data.. This data is from Peptide-MHC class I binding affinity with 185,985 pairs from IEDB/IMGT. (1) The peptide sequence is MCPRSSDYRNM. The MHC is Mamu-A01 with pseudo-sequence Mamu-A01. The binding affinity (normalized) is 0.158. (2) The peptide sequence is IPLYRNGDF. The MHC is HLA-B35:01 with pseudo-sequence HLA-B35:01. The binding affinity (normalized) is 0.0641. (3) The peptide sequence is VLWDTPSPK. The MHC is HLA-A31:01 with pseudo-sequence HLA-A31:01. The binding affinity (normalized) is 0.674. (4) The peptide sequence is NFTNNAKTI. The MHC is H-2-Kb with pseudo-sequence H-2-Kb. The binding affinity (normalized) is 0.0446. (5) The peptide sequence is KACDLAMCY. The MHC is HLA-A24:03 with pseudo-sequence HLA-A24:03. The binding affinity (normalized) is 0.0847. (6) The peptide sequence is KEGAFFLYD. The MHC is HLA-A02:01 with pseudo-sequence HLA-A02:01. The binding affinity (normalized) is 0. (7) The MHC is HLA-A31:01 with pseudo-sequence HLA-A31:01. The binding affinity (normalized) is 0.932. The peptide sequence is RSRPSGDLR. (8) The peptide sequence is RRFAPYYV. The MHC is HLA-B27:05 with pseudo-sequence HLA-B27:05. The binding affinity (normalized) is 0.169. (9) The MHC is HLA-A11:01 with pseudo-sequence HLA-A11:01. The binding affinity (normalized) is 0. The peptide sequence is RPQKRPSCI. (10) The peptide sequence is MDLEKRHVL. The MHC is HLA-B08:01 with pseudo-sequence HLA-B08:01. The binding affinity (normalized) is 0.610.